From a dataset of Reaction yield outcomes from USPTO patents with 853,638 reactions. Predict the reaction yield, written as a fraction of the theoretical maximum amount of product (1.0 means a 100% yield; for example, 0.34 means a 34% yield). (1) The reactants are [Cl:1][C:2]1[CH:7]=[CH:6][C:5]([C:8]2[C:12]3[CH2:13][N:14]([S:17]([CH3:20])(=[O:19])=[O:18])[CH2:15][CH2:16][C:11]=3[N:10]([CH2:21][CH2:22][CH2:23][N:24]3[CH2:29][CH2:28][O:27][CH2:26][CH2:25]3)[N:9]=2)=[CH:4][C:3]=1[C:30]#[C:31][C:32]1[CH:39]=[CH:38][C:35]([CH2:36][NH2:37])=[CH:34][CH:33]=1.N1C=CC=CC=1.[CH3:46][S:47](Cl)(=[O:49])=[O:48]. The catalyst is C(Cl)Cl. The product is [Cl:1][C:2]1[CH:7]=[CH:6][C:5]([C:8]2[C:12]3[CH2:13][N:14]([S:17]([CH3:20])(=[O:18])=[O:19])[CH2:15][CH2:16][C:11]=3[N:10]([CH2:21][CH2:22][CH2:23][N:24]3[CH2:25][CH2:26][O:27][CH2:28][CH2:29]3)[N:9]=2)=[CH:4][C:3]=1[C:30]#[C:31][C:32]1[CH:33]=[CH:34][C:35]([CH2:36][NH:37][S:47]([CH3:46])(=[O:49])=[O:48])=[CH:38][CH:39]=1. The yield is 0.820. (2) The reactants are Cl[C:2]1[CH:7]=[C:6]([NH:8][C:9]2[CH:19]=[CH:18][CH:17]=[CH:16][C:10]=2[C:11]([NH:13][CH2:14][CH3:15])=[O:12])[C:5]([Cl:20])=[CH:4][N:3]=1.[CH2:21]([N:23]1[C:27]([NH2:28])=[CH:26][C:25]([CH3:29])=[N:24]1)[CH3:22].C(=O)([O-])[O-].[Cs+].[Cs+].C1(P(C2C=CC=CC=2)C2C=CC3C(=CC=CC=3)C=2C2C3C(=CC=CC=3)C=CC=2P(C2C=CC=CC=2)C2C=CC=CC=2)C=CC=CC=1. The catalyst is C([O-])(=O)C.[Pd+2].C([O-])(=O)C.O1CCOCC1.C1COCC1. The product is [Cl:20][C:5]1[C:6]([NH:8][C:9]2[CH:19]=[CH:18][CH:17]=[CH:16][C:10]=2[C:11]([NH:13][CH2:14][CH3:15])=[O:12])=[CH:7][C:2]([NH:28][C:27]2[N:23]([CH2:21][CH3:22])[N:24]=[C:25]([CH3:29])[CH:26]=2)=[N:3][CH:4]=1. The yield is 0.300. (3) The yield is 0.930. The reactants are [ClH:1].[F:2][C:3]1[CH:8]=[CH:7][C:6]([CH2:9][C:10]2[C:19]3[C:14](=[CH:15][CH:16]=[CH:17][CH:18]=3)[C:13](=[O:20])[NH:12][N:11]=2)=[CH:5][C:4]=1[N:21]1[C:25](=[O:26])[CH:24]([CH3:27])[N:23]([CH2:28][CH2:29][N:30]2[CH2:34][CH2:33][CH2:32][CH2:31]2)[C:22]1=[O:35]. The product is [ClH:1].[F:2][C:3]1[CH:8]=[CH:7][C:6]([CH2:9][C:10]2[C:19]3[C:14](=[CH:15][CH:16]=[CH:17][CH:18]=3)[C:13](=[O:20])[NH:12][N:11]=2)=[CH:5][C:4]=1[N:21]1[C:25](=[O:26])[CH:24]([CH3:27])[N:23]([CH2:28][CH2:29][N:30]2[CH2:31][CH2:32][CH2:33][CH2:34]2)[C:22]1=[O:35]. The catalyst is CO. (4) The reactants are C(OC(=O)[NH:7][C@H:8]1[CH2:13][CH2:12][C@@H:11]([CH2:14][NH:15][C:16](=[O:26])[C:17]2[CH:22]=[CH:21][CH:20]=[C:19]([N+:23]([O-:25])=[O:24])[CH:18]=2)[CH2:10][CH2:9]1)(C)(C)C.C(Cl)[Cl:29].C(O)(C(F)(F)F)=O. No catalyst specified. The product is [ClH:29].[NH2:7][C@@H:8]1[CH2:9][CH2:10][C@H:11]([CH2:14][NH:15][C:16](=[O:26])[C:17]2[CH:22]=[CH:21][CH:20]=[C:19]([N+:23]([O-:25])=[O:24])[CH:18]=2)[CH2:12][CH2:13]1. The yield is 0.820. (5) The reactants are [F:1][C:2]1[CH:3]=[C:4]([C:15]23[CH2:22][CH2:21][C:18]([CH2:23][CH2:24][OH:25])([CH2:19][CH2:20]2)[CH2:17][O:16]3)[CH:5]=[C:6]([O:8][CH:9]2[CH2:14][CH2:13][CH2:12][CH2:11][O:10]2)[CH:7]=1.[OH-].[Na+].Br[CH2:29][C:30]([O:32][C:33]([CH3:36])([CH3:35])[CH3:34])=[O:31]. The catalyst is C1(C)C=CC=CC=1.[N+](CCCC)(CCCC)(CCCC)CCCC.[Cl-].O. The product is [F:1][C:2]1[CH:3]=[C:4]([C:15]23[CH2:20][CH2:19][C:18]([CH2:23][CH2:24][O:25][CH2:29][C:30]([O:32][C:33]([CH3:36])([CH3:35])[CH3:34])=[O:31])([CH2:21][CH2:22]2)[CH2:17][O:16]3)[CH:5]=[C:6]([O:8][CH:9]2[CH2:14][CH2:13][CH2:12][CH2:11][O:10]2)[CH:7]=1. The yield is 0.860. (6) The reactants are [F:1][C:2]([F:20])([F:19])[C:3]1[CH:18]=[CH:17][C:6]([CH2:7][NH:8][C:9]2[N:14]=[CH:13][C:12]([CH:15]=[O:16])=[CH:11][CH:10]=2)=[CH:5][CH:4]=1.[C:21]([O:25][C:26](O[C:26]([O:25][C:21]([CH3:24])([CH3:23])[CH3:22])=[O:27])=[O:27])([CH3:24])([CH3:23])[CH3:22].C(N(CC)C(C)C)(C)C.C(N(CC)C1C=CN=CC=1)C. The product is [C:21]([O:25][C:26](=[O:27])[N:8]([C:9]1[CH:10]=[CH:11][C:12]([CH:15]=[O:16])=[CH:13][N:14]=1)[CH2:7][C:6]1[CH:17]=[CH:18][C:3]([C:2]([F:1])([F:19])[F:20])=[CH:4][CH:5]=1)([CH3:24])([CH3:23])[CH3:22]. The yield is 0.870. The catalyst is ClCCl. (7) The reactants are Cl.CO[C:4]1[CH:9]=[CH:8][CH:7]=[CH:6][C:5]=1[CH2:10][CH2:11][CH2:12][NH2:13].[CH2:14]([O:16][C:17]([C:19]1[C:20]([CH3:26])=[N:21][C:22](Cl)=[N:23][CH:24]=1)=[O:18])[CH3:15].[C:27]([O-])(=[O:29])C.[K+]. The catalyst is C(O)C. The product is [CH2:14]([O:16][C:17]([C:19]1[C:20]([CH3:26])=[N:21][C:22]([NH:13][CH2:12][CH2:11][CH2:10][C:5]2[CH:4]=[CH:9][CH:8]=[C:7]([O:29][CH3:27])[CH:6]=2)=[N:23][CH:24]=1)=[O:18])[CH3:15]. The yield is 0.860. (8) The reactants are Cl[C:2](=[CH2:5])[C:3]#[N:4].Cl.[CH:7]([NH:10][NH2:11])([CH3:9])[CH3:8].C(=O)([O-])[O-].[K+].[K+]. The catalyst is O. The product is [CH3:8][CH:7]([N:10]1[CH:5]=[CH:2][C:3]([NH2:4])=[N:11]1)[CH3:9]. The yield is 0.580. (9) The reactants are FC(F)(F)C(O)=O.[CH:8]([O:11][C:12]([N:14]1[C:23]2[C:18](=[N:19][C:20]([C:24]([F:27])([F:26])[F:25])=[CH:21][CH:22]=2)[C@H:17]([N:28]([CH2:44][C:45]2[CH:50]=[C:49]([C:51]([F:54])([F:53])[F:52])[CH:48]=[C:47]([C:55]([F:58])([F:57])[F:56])[CH:46]=2)[C:29]2[N:30]=[N:31][N:32]([CH2:34][CH2:35][NH:36]C(OC(C)(C)C)=O)[N:33]=2)[CH2:16][C@@H:15]1[CH2:59][CH3:60])=[O:13])([CH3:10])[CH3:9].C(=O)(O)[O-].[Na+]. The catalyst is ClCCl. The product is [CH:8]([O:11][C:12]([N:14]1[C:23]2[C:18](=[N:19][C:20]([C:24]([F:27])([F:25])[F:26])=[CH:21][CH:22]=2)[C@H:17]([N:28]([C:29]2[N:30]=[N:31][N:32]([CH2:34][CH2:35][NH2:36])[N:33]=2)[CH2:44][C:45]2[CH:46]=[C:47]([C:55]([F:56])([F:57])[F:58])[CH:48]=[C:49]([C:51]([F:52])([F:53])[F:54])[CH:50]=2)[CH2:16][C@@H:15]1[CH2:59][CH3:60])=[O:13])([CH3:10])[CH3:9]. The yield is 0.450. (10) The reactants are [F:1][C:2]1[CH:19]=[CH:18][C:5]([O:6][C:7]2[C:12]([F:13])=[CH:11][C:10]([N+:14]([O-])=O)=[CH:9][C:8]=2[F:17])=[CH:4][CH:3]=1. The catalyst is [Pd].CCOC(C)=O. The product is [F:1][C:2]1[CH:19]=[CH:18][C:5]([O:6][C:7]2[C:12]([F:13])=[CH:11][C:10]([NH2:14])=[CH:9][C:8]=2[F:17])=[CH:4][CH:3]=1. The yield is 0.980.